This data is from Forward reaction prediction with 1.9M reactions from USPTO patents (1976-2016). The task is: Predict the product of the given reaction. Given the reactants Br[C:2]1[CH:3]=[C:4]2[C:9](=[CH:10][CH:11]=1)[O:8][C@@H:7]([CH2:12][N:13]([CH2:32][C:33]1[CH:38]=[CH:37][CH:36]=[CH:35][CH:34]=1)[CH2:14][C@H:15]([O:24][Si:25]([C:28]([CH3:31])([CH3:30])[CH3:29])([CH3:27])[CH3:26])[CH2:16][O:17][C:18]1[CH:23]=[CH:22][CH:21]=[CH:20][CH:19]=1)[CH2:6][CH2:5]2.[B:39]1([B:39]2[O:43][C:42]([CH3:45])([CH3:44])[C:41]([CH3:47])([CH3:46])[O:40]2)[O:43][C:42]([CH3:45])([CH3:44])[C:41]([CH3:47])([CH3:46])[O:40]1.C([O-])(=O)C.[K+], predict the reaction product. The product is: [CH3:46][C:41]1([CH3:47])[C:42]([CH3:45])([CH3:44])[O:43][B:39]([C:2]2[CH:3]=[C:4]3[C:9](=[CH:10][CH:11]=2)[O:8][C@@H:7]([CH2:12][N:13]([CH2:32][C:33]2[CH:38]=[CH:37][CH:36]=[CH:35][CH:34]=2)[CH2:14][C@H:15]([O:24][Si:25]([C:28]([CH3:31])([CH3:30])[CH3:29])([CH3:27])[CH3:26])[CH2:16][O:17][C:18]2[CH:23]=[CH:22][CH:21]=[CH:20][CH:19]=2)[CH2:6][CH2:5]3)[O:40]1.